This data is from Forward reaction prediction with 1.9M reactions from USPTO patents (1976-2016). The task is: Predict the product of the given reaction. (1) Given the reactants [F:1][C:2]([F:7])([F:6])[C:3]([OH:5])=[O:4].[F:8][C:9]([F:14])([F:13])[C:10]([OH:12])=[O:11].[C:15]([CH2:17][C:18]1([N:44]2[CH:48]=[C:47]([C:49]3[C:50]4[CH:57]=[CH:56][NH:55][C:51]=4[N:52]=[CH:53][N:54]=3)[CH:46]=[N:45]2)[CH2:21][N:20]([C@@H:22]2[CH2:27][CH2:26][C@H:25]([O:28][C:29]3[N:34]=[C:33]([C:35]([F:38])([F:37])[F:36])[N:32]=[C:31]([C:39]([N:41]([CH3:43])[CH3:42])=[O:40])[CH:30]=3)[CH2:24][CH2:23]2)[CH2:19]1)#[N:16].[CH3:58]NCC, predict the reaction product. The product is: [F:1][C:2]([F:7])([F:6])[C:3]([OH:5])=[O:4].[F:8][C:9]([F:14])([F:13])[C:10]([OH:12])=[O:11].[C:15]([CH2:17][C:18]1([N:44]2[CH:48]=[C:47]([C:49]3[C:50]4[CH:57]=[CH:56][NH:55][C:51]=4[N:52]=[CH:53][N:54]=3)[CH:46]=[N:45]2)[CH2:21][N:20]([C@@H:22]2[CH2:27][CH2:26][C@H:25]([O:28][C:29]3[N:34]=[C:33]([C:35]([F:38])([F:36])[F:37])[N:32]=[C:31]([C:39]([N:41]([CH2:43][CH3:58])[CH3:42])=[O:40])[CH:30]=3)[CH2:24][CH2:23]2)[CH2:19]1)#[N:16]. (2) Given the reactants [NH2:1][CH2:2][CH2:3][N:4]1[CH2:9][CH2:8][O:7][C@H:6]([CH2:10][O:11][C:12]2[C:21]3[C:16](=[N:17][CH:18]=[CH:19][N:20]=3)[CH:15]=[C:14]([C:22]3[CH:30]=[CH:29][C:25]([N:26]([CH3:28])[CH3:27])=[CH:24][CH:23]=3)[N:13]=2)[CH2:5]1.CCN(CC)CC.[C:38](Cl)(=[O:40])[CH3:39], predict the reaction product. The product is: [CH3:28][N:26]([CH3:27])[C:25]1[CH:29]=[CH:30][C:22]([C:14]2[N:13]=[C:12]([O:11][CH2:10][C@@H:6]3[CH2:5][N:4]([CH2:3][CH2:2][NH:1][C:38](=[O:40])[CH3:39])[CH2:9][CH2:8][O:7]3)[C:21]3[C:16](=[N:17][CH:18]=[CH:19][N:20]=3)[CH:15]=2)=[CH:23][CH:24]=1. (3) Given the reactants CC1(C)[O:6][CH:5]([CH2:7][O:8][NH:9][C:10]([C:12]2[C:20]([NH:21][C:22]3[CH:27]=[CH:26][C:25]([I:28])=[CH:24][C:23]=3[F:29])=[C:19]([F:30])[C:15]3[N:16]=[CH:17][O:18][C:14]=3[CH:13]=2)=[O:11])[CH2:4][O:3]1.FC(F)(F)C(O)=O, predict the reaction product. The product is: [OH:6][CH:5]([CH2:4][OH:3])[CH2:7][O:8][NH:9][C:10]([C:12]1[C:20]([NH:21][C:22]2[CH:27]=[CH:26][C:25]([I:28])=[CH:24][C:23]=2[F:29])=[C:19]([F:30])[C:15]2[N:16]=[CH:17][O:18][C:14]=2[CH:13]=1)=[O:11]. (4) The product is: [F:1][C:2]1[CH:7]=[CH:6][C:5]([C:8]([N:10]2[CH2:15][CH2:14][N:13]3[N:16]=[C:17]([CH2:20][O:21][C:22]4[CH:27]=[CH:26][CH:25]=[CH:24][CH:23]=4)[C:18]([B:28]([OH:31])[OH:29])=[C:12]3[CH2:11]2)=[O:9])=[CH:4][CH:3]=1. Given the reactants [F:1][C:2]1[CH:7]=[CH:6][C:5]([C:8]([N:10]2[CH2:15][CH2:14][N:13]3[N:16]=[C:17]([CH2:20][O:21][C:22]4[CH:27]=[CH:26][CH:25]=[CH:24][CH:23]=4)[C:18](I)=[C:12]3[CH2:11]2)=[O:9])=[CH:4][CH:3]=1.[B:28](OC)([O:31]C)[O:29]C, predict the reaction product. (5) Given the reactants C([O:3][C:4]([C:6]1[CH:11]=[CH:10][C:9]([O:12][CH2:13][C:14]2[C:15]([C:20]3[CH:25]=[CH:24][CH:23]=[CH:22][CH:21]=3)=[N:16][O:17][C:18]=2[CH3:19])=[CH:8][N:7]=1)=[O:5])C.O.[OH-].[Li+], predict the reaction product. The product is: [CH3:19][C:18]1[O:17][N:16]=[C:15]([C:20]2[CH:21]=[CH:22][CH:23]=[CH:24][CH:25]=2)[C:14]=1[CH2:13][O:12][C:9]1[CH:10]=[CH:11][C:6]([C:4]([OH:5])=[O:3])=[N:7][CH:8]=1. (6) Given the reactants [C:1]([NH:4][NH:5][C:6](=[O:16])[C:7]1[CH:12]=[CH:11][C:10]([Br:13])=[CH:9][C:8]=1[O:14][CH3:15])(=O)[CH3:2].CC[N+](S(N=C(OC)[O-])(=O)=O)(CC)CC, predict the reaction product. The product is: [Br:13][C:10]1[CH:11]=[CH:12][C:7]([C:6]2[O:16][C:1]([CH3:2])=[N:4][N:5]=2)=[C:8]([O:14][CH3:15])[CH:9]=1.